This data is from HIV replication inhibition screening data with 41,000+ compounds from the AIDS Antiviral Screen. The task is: Binary Classification. Given a drug SMILES string, predict its activity (active/inactive) in a high-throughput screening assay against a specified biological target. (1) The result is 0 (inactive). The compound is CCCCCn1cnc2c(S)nc(N)nc21. (2) The molecule is FC(F)(F)c1cccc(C=[N+]2N=C(c3ccncc3)[OH+][Ni-2]23[OH+]C(c2ccncc2)=N[N+]3=Cc2cccc(C(F)(F)F)c2)c1. The result is 0 (inactive). (3) The drug is O=C1C(O)=C(c2ccccc2C(=O)O)C(=O)C(O)=C1c1ccccc1C(=O)O. The result is 0 (inactive).